Regression/Classification. Given a drug SMILES string, predict its absorption, distribution, metabolism, or excretion properties. Task type varies by dataset: regression for continuous measurements (e.g., permeability, clearance, half-life) or binary classification for categorical outcomes (e.g., BBB penetration, CYP inhibition). Dataset: cyp3a4_veith. From a dataset of CYP3A4 inhibition data for predicting drug metabolism from PubChem BioAssay. (1) The result is 0 (non-inhibitor). The drug is COCCNC(=O)c1ccc2c(c1)nc(C)n2-c1cc(OC)c(OC)c(OC)c1. (2) The molecule is O=C(O)[C@@H]1CCCNC1. The result is 0 (non-inhibitor). (3) The compound is COc1ncc2nc(-c3cn(C)c4ccccc34)c(=O)n(CCC#N)c2n1. The result is 1 (inhibitor). (4) The drug is CCOc1cc(/C=N/O)ccc1OS(=O)(=O)c1ccc(C)cc1. The result is 1 (inhibitor).